Predict the reaction yield, written as a fraction of the theoretical maximum amount of product (1.0 means a 100% yield; for example, 0.34 means a 34% yield). From a dataset of Reaction yield outcomes from USPTO patents with 853,638 reactions. (1) The reactants are [Br:1][C:2]1[CH:3]=[C:4]2[C:9](=[CH:10][CH:11]=1)[C:8](=[O:12])[CH2:7][CH2:6][CH2:5]2.[BH4-].[Na+]. The catalyst is C(O)C.CCOC(C)=O.O. The product is [Br:1][C:2]1[CH:3]=[C:4]2[C:9](=[CH:10][CH:11]=1)[CH:8]([OH:12])[CH2:7][CH2:6][CH2:5]2. The yield is 0.810. (2) The reactants are [CH3:1][C:2]1[CH:10]=[C:9]([CH3:11])[C:5]([C:6]([NH2:8])=[O:7])=[C:4]([N+:12]([O-])=O)[CH:3]=1. The catalyst is CO.[C].[Pd]. The product is [NH2:12][C:4]1[CH:3]=[C:2]([CH3:1])[CH:10]=[C:9]([CH3:11])[C:5]=1[C:6]([NH2:8])=[O:7]. The yield is 0.950. (3) The reactants are [CH3:1][O:2][C:3](=[O:41])[C:4]1[CH:9]=[CH:8][C:7]([O:10][CH2:11][CH2:12][C:13]2[C:21]3[C:16](=[CH:17][CH:18]=[C:19]([Cl:22])[CH:20]=3)[N:15]([CH:23]([C:30]3[CH:35]=[CH:34][CH:33]=[CH:32][CH:31]=3)[C:24]3[CH:29]=[CH:28][CH:27]=[CH:26][CH:25]=3)[C:14]=2[CH2:36][CH2:37][C:38](O)=[O:39])=[CH:6][CH:5]=1.C(Cl)(=O)C(Cl)=O. The catalyst is C(Cl)Cl. The product is [CH3:1][O:2][C:3](=[O:41])[C:4]1[CH:5]=[CH:6][C:7]([O:10][CH2:11][CH2:12][C:13]2[C:21]3[C:16](=[CH:17][CH:18]=[C:19]([Cl:22])[CH:20]=3)[N:15]([CH:23]([C:30]3[CH:31]=[CH:32][CH:33]=[CH:34][CH:35]=3)[C:24]3[CH:29]=[CH:28][CH:27]=[CH:26][CH:25]=3)[C:14]=2[CH2:36][CH2:37][CH2:38][OH:39])=[CH:8][CH:9]=1. The yield is 0.830. (4) The reactants are [CH:1]([C:4]1[CH:9]=[CH:8][C:7]([CH:10]2[C:14]3[C:15]([CH3:29])=[C:16]([NH:21][C:22](=[O:28])[C:23]([O:25]CC)=O)[C:17]([CH3:20])=[C:18]([CH3:19])[C:13]=3[O:12][CH2:11]2)=[CH:6][CH:5]=1)([CH3:3])[CH3:2].[C:30]([Mg]Cl)([CH3:33])([CH3:32])[CH3:31]. The catalyst is C1COCC1. The product is [OH:25][CH:23]([C:30]([CH3:33])([CH3:32])[CH3:31])[C:22]([NH:21][C:16]1[C:17]([CH3:20])=[C:18]([CH3:19])[C:13]2[O:12][CH2:11][CH:10]([C:7]3[CH:6]=[CH:5][C:4]([CH:1]([CH3:2])[CH3:3])=[CH:9][CH:8]=3)[C:14]=2[C:15]=1[CH3:29])=[O:28]. The yield is 0.380. (5) The reactants are [O:1]=[C:2]1[C:11]2[C:6](=[CH:7][CH:8]=[CH:9][CH:10]=2)[N:5]=[C:4]([C:12]([O:14]CC)=O)[NH:3]1.Cl.[NH:18]1[CH:22]=[N:21][C:20]([S:23][CH2:24][CH2:25][O:26][C:27]2[CH:32]=[C:31]([CH2:33][NH2:34])[CH:30]=[CH:29][N:28]=2)=[N:19]1.C(N(C(C)C)CC)(C)C. The catalyst is CC(N(C)C)=O. The product is [O:1]=[C:2]1[C:11]2[C:6](=[CH:7][CH:8]=[CH:9][CH:10]=2)[N:5]=[C:4]([C:12]([NH:34][CH2:33][C:31]2[CH:30]=[CH:29][N:28]=[C:27]([O:26][CH2:25][CH2:24][S:23][C:20]3[N:21]=[CH:22][NH:18][N:19]=3)[CH:32]=2)=[O:14])[NH:3]1. The yield is 0.350. (6) The reactants are C([O:9][C@H:10]1[CH2:15][C@@H:14]([O:16][Si:17]([C:20]([CH3:23])([CH3:22])[CH3:21])([CH3:19])[CH3:18])[CH2:13][CH2:12][C@@H:11]1[C:24]1[N:28]([CH3:29])[N:27]=[CH:26][CH:25]=1)(=O)C1C=CC=CC=1.C(=O)([O-])[O-].[K+].[K+]. The catalyst is CO. The product is [Si:17]([O:16][C@@H:14]1[CH2:15][C@H:10]([OH:9])[C@@H:11]([C:24]2[N:28]([CH3:29])[N:27]=[CH:26][CH:25]=2)[CH2:12][CH2:13]1)([C:20]([CH3:23])([CH3:21])[CH3:22])([CH3:18])[CH3:19]. The yield is 0.870. (7) The reactants are [Br:1][C:2]1[CH:3]=[CH:4][C:5]2[C:11]3[S:12][C:13]([C:15]([N:17]([C:19]4[CH:20]=[C:21]([CH:25]=[CH:26][C:27]=4[Cl:28])[C:22](O)=[O:23])[CH3:18])=[O:16])=[CH:14][C:10]=3[CH2:9][CH2:8][O:7][C:6]=2[CH:29]=1.CCN=C=NCCCN(C)C.C1C=CC2N(O)N=NC=2C=1.CCN(C(C)C)C(C)C.[CH3:60][NH:61][CH2:62][CH2:63][OH:64]. The catalyst is C1COCC1.O. The product is [Br:1][C:2]1[CH:3]=[CH:4][C:5]2[C:11]3[S:12][C:13]([C:15]([N:17]([C:19]4[CH:20]=[C:21]([C:22](=[O:23])[N:61]([CH2:62][CH2:63][OH:64])[CH3:60])[CH:25]=[CH:26][C:27]=4[Cl:28])[CH3:18])=[O:16])=[CH:14][C:10]=3[CH2:9][CH2:8][O:7][C:6]=2[CH:29]=1. The yield is 0.870. (8) The reactants are Br[C:2]1[N:7]=[C:6]([C:8]2[CH:13]=[C:12]([C:14]3[CH:23]=[CH:22][C:21]4[C:16](=[CH:17][CH:18]=[CH:19][CH:20]=4)[CH:15]=3)[CH:11]=[C:10]([C:24]3[CH:29]=[CH:28][CH:27]=[CH:26][N:25]=3)[N:9]=2)[CH:5]=[CH:4][CH:3]=1.[CH:30]1[C:42]2[C:41]3[CH:40]=[CH:39][CH:38]=[CH:37][C:36]=3[NH:35][C:34]=2[CH:33]=[CH:32][N:31]=1.C(=O)([O-])[O-].[K+].[K+].CCCCCCCCCCCC. The catalyst is [Cu].C(Cl)(Cl)Cl.CS(C)=O. The product is [CH:15]1[C:16]2[C:21](=[CH:20][CH:19]=[CH:18][CH:17]=2)[CH:22]=[CH:23][C:14]=1[C:12]1[CH:11]=[C:10]([C:24]2[CH:29]=[CH:28][CH:27]=[CH:26][N:25]=2)[N:9]=[C:8]([C:6]2[CH:5]=[CH:4][CH:3]=[C:2]([N:35]3[C:36]4[CH:37]=[CH:38][CH:39]=[CH:40][C:41]=4[C:42]4[CH:30]=[N:31][CH:32]=[CH:33][C:34]3=4)[N:7]=2)[CH:13]=1. The yield is 0.430. (9) The reactants are [H-].[Na+].C[C:4](P(OC)(O)=O)([C:6]([O-:8])=[O:7])[CH3:5].[C:14]([O:18][C:19]([NH:21][CH:22]([CH2:26][C:27]1[CH:32]=[CH:31][C:30]([C:33]2[CH:38]=[CH:37][C:36](C=O)=[CH:35][CH:34]=2)=[CH:29][CH:28]=1)[C:23]([OH:25])=[O:24])=[O:20])([CH3:17])([CH3:16])[CH3:15].[CH3:41]CCCCC. The catalyst is C1COCC1. The product is [CH3:41][O:8][C:6](=[O:7])[CH:4]=[CH:5][C:36]1[CH:37]=[CH:38][C:33]([C:30]2[CH:31]=[CH:32][C:27]([CH2:26][CH:22]([NH:21][C:19]([O:18][C:14]([CH3:17])([CH3:16])[CH3:15])=[O:20])[C:23]([OH:25])=[O:24])=[CH:28][CH:29]=2)=[CH:34][CH:35]=1. The yield is 0.930. (10) The catalyst is CN(C=O)C.O. The product is [CH2:6]([C:7]1[CH:8]=[CH:9][CH:10]=[C:11]2[C:12]=1[NH:13][C:14]([CH2:17][N:18]([CH3:1])[C:33](=[O:35])/[CH:32]=[CH:31]/[C:28]1[CH:29]=[N:30][C:23]3[NH:22][C:21](=[O:20])[CH2:26][O:25][C:24]=3[CH:27]=1)=[C:15]2[CH3:16])[CH3:5]. The reactants are [CH2:1](Cl)CCl.[CH3:5][CH2:6][C:7]1[C:12]2[NH:13][C:14]([CH2:17][NH2:18])=[C:15]([CH3:16])[C:11]=2[CH:10]=[CH:9][CH:8]=1.Cl.[O:20]=[C:21]1[CH2:26][O:25][C:24]2[CH:27]=[C:28](/[CH:31]=[CH:32]/[C:33]([OH:35])=O)[CH:29]=[N:30][C:23]=2[NH:22]1.C1C=CC2N(O)N=NC=2C=1.CCN(C(C)C)C(C)C. The yield is 0.0000100.